Dataset: Forward reaction prediction with 1.9M reactions from USPTO patents (1976-2016). Task: Predict the product of the given reaction. Given the reactants [C:1]1([CH2:14][O:15][C:16]([N:18]=[C:19]=[S:20])=[O:17])[C:13]2[CH2:12][C:11]3C(=[CH:7][CH:8]=[CH:9][CH:10]=3)[C:5]=2[CH:4]=[CH:3][CH:2]=1.[Br:21][C:22]1[CH:28]=[CH:27][C:25]([NH2:26])=[CH:24][CH:23]=1.Cl[CH2:30]Cl, predict the reaction product. The product is: [CH:10]1[C:11]2[CH:14]([O:15][C:16](=[O:17])[N:18]([CH3:30])[C:19]([NH:26][C:25]3[CH:27]=[CH:28][C:22]([Br:21])=[CH:23][CH:24]=3)=[S:20])[C:1]3[C:13](=[CH:5][CH:4]=[CH:3][CH:2]=3)[C:12]=2[CH:7]=[CH:8][CH:9]=1.